This data is from Forward reaction prediction with 1.9M reactions from USPTO patents (1976-2016). The task is: Predict the product of the given reaction. (1) Given the reactants [Cl:1][C:2]1[N:7]=[C:6]([Cl:8])[CH:5]=[CH:4][N:3]=1.[CH2:9]([NH:11][CH3:12])[CH3:10].C([O-])(O)=O.[Na+], predict the reaction product. The product is: [Cl:1][C:2]1[N:7]=[C:6]([N:11]([CH2:9][CH3:10])[CH3:12])[CH:5]=[CH:4][N:3]=1.[Cl:8][C:6]1[CH:5]=[CH:4][N:3]=[C:2]([N:11]([CH2:9][CH3:10])[CH3:12])[N:7]=1. (2) Given the reactants [N+:1]([C:4]1[C:9]2[NH:10][C:11]([C:17]3[CH:22]=[CH:21][CH:20]=[CH:19][N:18]=3)([C:14]([NH2:16])=[O:15])[CH2:12][O:13][C:8]=2[CH:7]=[CH:6][CH:5]=1)([O-])=O.[H][H], predict the reaction product. The product is: [NH2:1][C:4]1[C:9]2[NH:10][C:11]([C:17]3[CH:22]=[CH:21][CH:20]=[CH:19][N:18]=3)([C:14]([NH2:16])=[O:15])[CH2:12][O:13][C:8]=2[CH:7]=[CH:6][CH:5]=1. (3) Given the reactants [NH2:1][OH:2].O.[CH3:4][S:5]([C:8]1[CH:13]=[CH:12][C:11]([S:14](Cl)(=[O:16])=[O:15])=[CH:10][CH:9]=1)(=[O:7])=[O:6].S(Cl)(Cl)(=O)=O, predict the reaction product. The product is: [OH:2][NH:1][S:14]([C:11]1[CH:12]=[CH:13][C:8]([S:5]([CH3:4])(=[O:7])=[O:6])=[CH:9][CH:10]=1)(=[O:16])=[O:15]. (4) Given the reactants Br[C:2]1[CH:3]=[C:4]2[C:9](=[CH:10][CH:11]=1)[N:8]([C:12]([O:14][C:15]([CH3:18])([CH3:17])[CH3:16])=[O:13])[C:7]([CH3:20])([CH3:19])[CH:6]=[C:5]2[CH3:21].C([Li])(C)(C)C.[B:27](OC)([O:30]C)[O:28]C, predict the reaction product. The product is: [C:15]([O:14][C:12]([N:8]1[C:9]2[C:4](=[CH:3][C:2]([B:27]([OH:30])[OH:28])=[CH:11][CH:10]=2)[C:5]([CH3:21])=[CH:6][C:7]1([CH3:20])[CH3:19])=[O:13])([CH3:18])([CH3:17])[CH3:16]. (5) Given the reactants [C:1]([O:5][C:6]([N:8]1[CH2:13][CH2:12][CH2:11][C:10]([C:21]#[N:22])([NH:14][C:15]2[CH:20]=[CH:19][CH:18]=[CH:17][CH:16]=2)[CH2:9]1)=[O:7])([CH3:4])([CH3:3])[CH3:2].C(=O)([O-])[O-:24].[K+].[K+].OO, predict the reaction product. The product is: [C:1]([O:5][C:6]([N:8]1[CH2:13][CH2:12][CH2:11][C:10]([C:21](=[O:24])[NH2:22])([NH:14][C:15]2[CH:16]=[CH:17][CH:18]=[CH:19][CH:20]=2)[CH2:9]1)=[O:7])([CH3:4])([CH3:2])[CH3:3]. (6) Given the reactants Br[C:2]1[C:7]([CH3:8])=[CH:6][N:5]=[C:4]([CH3:9])[CH:3]=1.[C:10]([C:13]1[CH:18]=[CH:17][C:16](B(O)O)=[CH:15][CH:14]=1)([OH:12])=[O:11], predict the reaction product. The product is: [CH3:9][C:4]1[CH:3]=[C:2]([C:16]2[CH:17]=[CH:18][C:13]([C:10]([OH:12])=[O:11])=[CH:14][CH:15]=2)[C:7]([CH3:8])=[CH:6][N:5]=1. (7) The product is: [F:14][C:15]([F:31])([F:32])[C:16]1[CH:17]=[C:18]([O:22][C:23]2[CH:30]=[CH:29][C:26]([CH2:27][NH:28][C:4](=[O:6])[C:3]3[CH:7]=[CH:8][C:9]([CH2:11][O:12][CH3:13])=[N:10][C:2]=3[NH2:1])=[CH:25][CH:24]=2)[CH:19]=[CH:20][CH:21]=1. Given the reactants [NH2:1][C:2]1[N:10]=[C:9]([CH2:11][O:12][CH3:13])[CH:8]=[CH:7][C:3]=1[C:4]([OH:6])=O.[F:14][C:15]([F:32])([F:31])[C:16]1[CH:17]=[C:18]([O:22][C:23]2[CH:30]=[CH:29][C:26]([CH2:27][NH2:28])=[CH:25][CH:24]=2)[CH:19]=[CH:20][CH:21]=1.CN([P+](ON1N=NC2C=CC=CC1=2)(N(C)C)N(C)C)C.F[P-](F)(F)(F)(F)F.C(=O)(O)[O-].[Na+], predict the reaction product. (8) The product is: [CH3:32][C:2]([CH3:1])([CH3:33])[CH2:3][C:4]([NH:6][C:7]1[C:8]([CH3:31])=[C:9]([CH3:30])[C:10]2[O:14][CH2:13][CH:12]([C:15]3[CH:16]=[C:17]([CH2:21][CH2:22][C:23]([O:25][CH2:26][CH3:27])=[O:24])[CH:18]=[CH:19][CH:20]=3)[C:11]=2[C:28]=1[CH3:29])=[O:5]. Given the reactants [CH3:1][C:2]([CH3:33])([CH3:32])[CH2:3][C:4]([NH:6][C:7]1[C:8]([CH3:31])=[C:9]([CH3:30])[C:10]2[O:14][CH2:13][CH:12]([C:15]3[CH:16]=[C:17](/[CH:21]=[CH:22]/[C:23]([O:25][CH2:26][CH3:27])=[O:24])[CH:18]=[CH:19][CH:20]=3)[C:11]=2[C:28]=1[CH3:29])=[O:5].C(OCC)(=O)C, predict the reaction product. (9) Given the reactants [CH2:1]([N:3]1[C:10]2[CH:9]=[C:8]([C:11](O)=O)[NH:7][C:6]=2[C:5]([N:14]([CH3:23])[S:15]([C:18]2[S:19][CH:20]=[CH:21][CH:22]=2)(=[O:17])=[O:16])=[CH:4]1)[CH3:2].Cl.C([S:44][CH2:45][CH2:46][NH2:47])(C1C=CC=CC=1)(C1C=CC=CC=1)C1C=CC=CC=1.N1(O)C2C=CC=CC=2N=N1.Cl.CN(C)CCCN=C=NCC.C1(P(=O)(C2C=CC=CC=2)C2C=CC=CC=2)C=CC=CC=1.FC(F)(F)S(OS(C(F)(F)F)(=O)=O)(=O)=O, predict the reaction product. The product is: [S:44]1[CH2:45][CH2:46][N:47]=[C:11]1[C:8]1[NH:7][C:6]2[C:5]([N:14]([CH3:23])[S:15]([C:18]3[S:19][CH:20]=[CH:21][CH:22]=3)(=[O:17])=[O:16])=[CH:4][N:3]([CH2:1][CH3:2])[C:10]=2[CH:9]=1. (10) Given the reactants Cl.Cl.[N:3]1([C:9]2[CH:14]=[CH:13][C:12]([N:15]3[CH2:19][C@H:18]([CH2:20][N:21]4[CH:25]=[CH:24][N:23]=[N:22]4)[O:17][C:16]3=[O:26])=[CH:11][C:10]=2[F:27])[CH2:8][CH2:7][NH:6][CH2:5][CH2:4]1.C(N(CC)CC)C.[Cl:35][CH2:36][C:37](Cl)=[O:38], predict the reaction product. The product is: [Cl:35][CH2:36][C:37]([N:6]1[CH2:5][CH2:4][N:3]([C:9]2[CH:14]=[CH:13][C:12]([N:15]3[CH2:19][C@H:18]([CH2:20][N:21]4[CH:25]=[CH:24][N:23]=[N:22]4)[O:17][C:16]3=[O:26])=[CH:11][C:10]=2[F:27])[CH2:8][CH2:7]1)=[O:38].